Task: Predict the product of the given reaction.. Dataset: Forward reaction prediction with 1.9M reactions from USPTO patents (1976-2016) (1) Given the reactants [NH:1]1[C:9]2[C:4](=[CH:5][CH:6]=[CH:7][CH:8]=2)[C:3]([CH2:10][N:11]2[CH2:16][CH2:15][CH2:14][C:13]3([CH2:21][CH2:20][NH:19][CH2:18][CH2:17]3)[C:12]2=[O:22])=[CH:2]1.Cl[C:24]1[N:29]=[C:28]([O:30][CH3:31])[CH:27]=[CH:26][N:25]=1.CCN(C(C)C)C(C)C, predict the reaction product. The product is: [NH:1]1[C:9]2[C:4](=[CH:5][CH:6]=[CH:7][CH:8]=2)[C:3]([CH2:10][N:11]2[CH2:16][CH2:15][CH2:14][C:13]3([CH2:21][CH2:20][N:19]([C:24]4[N:29]=[C:28]([O:30][CH3:31])[CH:27]=[CH:26][N:25]=4)[CH2:18][CH2:17]3)[C:12]2=[O:22])=[CH:2]1. (2) Given the reactants [C:1]([O:5][C:6]([N:8]1[CH2:13][CH2:12][CH2:11][CH:10]([C:14]2[CH:19]=[CH:18][CH:17]=[CH:16][CH:15]=2)[CH:9]1[C:20](O)=[O:21])=[O:7])([CH3:4])([CH3:3])[CH3:2], predict the reaction product. The product is: [OH:21][CH2:20][CH:9]1[CH:10]([C:14]2[CH:19]=[CH:18][CH:17]=[CH:16][CH:15]=2)[CH2:11][CH2:12][CH2:13][N:8]1[C:6]([O:5][C:1]([CH3:4])([CH3:3])[CH3:2])=[O:7]. (3) Given the reactants [CH2:1]([C:5]1[N:10]2[N:11]=[CH:12][N:13]=[C:9]2[N:8]([CH:14]2[CH2:23][CH2:22][C:17]3(OCC[O:18]3)[CH2:16][CH2:15]2)[C:7](=[O:24])[C:6]=1[CH2:25][C:26]1[CH:31]=[CH:30][C:29]([C:32]2[C:33]([C:38]#[N:39])=[CH:34][CH:35]=[CH:36][CH:37]=2)=[CH:28][CH:27]=1)[CH2:2][CH2:3][CH3:4].Cl.O1CCCC1.[BH4-].[Na+], predict the reaction product. The product is: [CH2:1]([C:5]1[N:10]2[N:11]=[CH:12][N:13]=[C:9]2[N:8]([CH:14]2[CH2:23][CH2:22][CH:17]([OH:18])[CH2:16][CH2:15]2)[C:7](=[O:24])[C:6]=1[CH2:25][C:26]1[CH:31]=[CH:30][C:29]([C:32]2[C:33]([C:38]#[N:39])=[CH:34][CH:35]=[CH:36][CH:37]=2)=[CH:28][CH:27]=1)[CH2:2][CH2:3][CH3:4]. (4) The product is: [Cl:19][C:20]1[N:21]=[C:22]([Cl:27])[CH:23]=[C:24]([N:17]([C:14]2[CH:15]=[CH:16][C:11]([O:10][CH3:9])=[CH:12][CH:13]=2)[NH2:18])[N:25]=1. Given the reactants C([O-])(=O)C.[Na+].CCO.[CH3:9][O:10][C:11]1[CH:16]=[CH:15][C:14]([NH:17][NH2:18])=[CH:13][CH:12]=1.[Cl:19][C:20]1[N:25]=[C:24](Cl)[CH:23]=[C:22]([Cl:27])[N:21]=1, predict the reaction product. (5) Given the reactants N[C@@H:2]([CH3:5])[CH2:3][OH:4].[NH2:6][CH:7]1[CH2:12][CH2:11][O:10][CH2:9][CH2:8]1.Cl.F[C:15]1[CH:16]=[C:17]([C@@H:23]([C:25]2[CH:26]=[N:27][N:28]([CH3:30])[CH:29]=2)[NH2:24])[CH:18]=[CH:19][C:20]=1[O:21][CH3:22].Cl.COC1[CH:39]=[CH:38][C:37]([C@@H:40]([C:42]2C=N[N:45]([CH3:47])[CH:46]=2)N)=CC=1, predict the reaction product. The product is: [CH3:22][O:21][C:20]1[CH:19]=[CH:18][C:17]([C@H:23]([NH:24][C:3]([C:2]2[CH:5]=[C:40]3[C:37](=[CH:38][CH:39]=2)[CH:47]=[N:45][C:46]([NH:6][CH:7]2[CH2:12][CH2:11][O:10][CH2:9][CH2:8]2)=[CH:42]3)=[O:4])[C:25]2[CH:26]=[N:27][N:28]([CH3:30])[CH:29]=2)=[CH:16][CH:15]=1. (6) Given the reactants S(Cl)([Cl:3])=O.[CH3:5][O:6][C:7](=[O:18])[C:8]1[CH:13]=[C:12]([N+:14]([O-:16])=[O:15])[CH:11]=[N:10][C:9]=1O, predict the reaction product. The product is: [CH3:5][O:6][C:7](=[O:18])[C:8]1[CH:13]=[C:12]([N+:14]([O-:16])=[O:15])[CH:11]=[N:10][C:9]=1[Cl:3]. (7) Given the reactants [C:1]([O:5][C:6](=[O:22])[CH2:7][C:8](=[O:21])[CH2:9][CH:10]([OH:20])[CH2:11][CH2:12][C:13]1[CH:18]=[CH:17][CH:16]=[C:15]([F:19])[CH:14]=1)([CH3:4])([CH3:3])[CH3:2].[BH4-].[Na+].Cl.[CH2:26]1COC[CH2:27]1, predict the reaction product. The product is: [C:1]([O:5][C:6](=[O:22])[CH2:7][C:8]([CH2:26][CH3:27])([OH:21])[CH2:9][CH:10]([OH:20])[CH2:11][CH2:12][C:13]1[CH:18]=[CH:17][CH:16]=[C:15]([F:19])[CH:14]=1)([CH3:4])([CH3:2])[CH3:3]. (8) The product is: [Cl:1][C:2]1[CH:3]=[CH:4][C:5]([C:8]2[CH:9]=[C:10]([C:18]([NH:29][C:24]3[CH:25]=[N:27][C:21]([N:45]4[CH2:46][CH2:48][CH:55]([OH:56])[CH2:51][CH2:49]4)=[CH:22][CH:23]=3)=[O:20])[N:11]([N:13]=[CH:14][N:15]([CH3:16])[CH3:17])[CH:31]=2)=[CH:6][CH:7]=1. Given the reactants [Cl:1][C:2]1[CH:7]=[CH:6][C:5]([C:8]2[CH:9]=[C:10]([C:18]([OH:20])=O)[N:11]([N:13]=[CH:14][N:15]([CH3:17])[CH3:16])N=2)=[CH:4][CH:3]=1.[CH:21]1[CH:22]=[CH:23][C:24]2[N:29](O)N=[N:27][C:25]=2C=1.[CH3:31]CN=C=NCCCN(C)C.Cl.CC[N:45]([CH:49]([CH3:51])C)[CH:46]([CH3:48])C.CN([CH:55]=[O:56])C, predict the reaction product. (9) Given the reactants [F:1][C:2]1[CH:35]=[CH:34][C:5]([CH2:6][N:7]2[C:11]3[CH:12]=[N:13][C:14]4[C:15](=[O:29])[N:16]([O:20][CH2:21][O:22][CH2:23][CH2:24][Si:25]([CH3:28])([CH3:27])[CH3:26])[CH2:17][CH2:18][C:19]=4[C:10]=3[C:9]([CH2:30]N(C)C)=[CH:8]2)=[CH:4][CH:3]=1.C(Cl)Cl.ClC(OC1C=CC=CC=1)=O.[CH2:49]([O:51][CH2:52][CH2:53][CH2:54][OH:55])[CH3:50], predict the reaction product. The product is: [F:1][C:2]1[CH:35]=[CH:34][C:5]([CH2:6][N:7]2[C:11]3[CH:12]=[N:13][C:14]4[C:15](=[O:29])[N:16]([O:20][CH2:21][O:22][CH2:23][CH2:24][Si:25]([CH3:26])([CH3:27])[CH3:28])[CH2:17][CH2:18][C:19]=4[C:10]=3[C:9]([CH2:30][O:55][CH2:54][CH2:53][CH2:52][O:51][CH2:49][CH3:50])=[CH:8]2)=[CH:4][CH:3]=1. (10) The product is: [CH2:1]([O:3][C:4]([N:6]1[CH2:10][CH2:9][C@H:8]([NH:11][C:12]2[CH:41]=[CH:14][C:15]([NH:18][C:19]([C:21]3[N:22]=[C:23]([C:30]4[CH:35]=[CH:34][CH:33]=[CH:32][C:31]=4[O:36][C:37]([F:39])([F:38])[F:40])[O:24][C:25]=3[C:26]([F:29])([F:27])[F:28])=[O:20])=[CH:16][CH:17]=2)[CH2:7]1)=[O:5])[CH3:2]. Given the reactants [CH2:1]([O:3][C:4]([N:6]1[CH2:10][CH2:9][C@H:8]([NH:11][C:12]2[CH:17]=[CH:16][C:15]([NH:18][C:19]([C:21]3[N:22]=[C:23]([C:30]4[CH:35]=[CH:34][CH:33]=[CH:32][C:31]=4[O:36][C:37]([F:40])([F:39])[F:38])[O:24][C:25]=3[C:26]([F:29])([F:28])[F:27])=[O:20])=[CH:14]N=2)[CH2:7]1)=[O:5])[CH3:2].[CH2:41](OC(N1CC(N(N)C2C=CC=CC=2C(C2N=C(C3C=CC=CC=3OC(F)(F)F)OC=2C(F)(F)F)=O)CC1)=O)C.FC(F)(F)OC1C=CC=CC=1C1OC(C(F)(F)F)=C(C(O)=O)N=1.C(OC(N1CC[C@H](NC2C=CC(N)=CC=2)C1)=O)(C)(C)C.ClC(OCC)=O, predict the reaction product.